Dataset: Reaction yield outcomes from USPTO patents with 853,638 reactions. Task: Predict the reaction yield, written as a fraction of the theoretical maximum amount of product (1.0 means a 100% yield; for example, 0.34 means a 34% yield). (1) The reactants are [CH3:1][O:2][C:3]1[N:8]=[CH:7][C:6]([N:9]2[C:13]([C:14]3[CH:18]=[CH:17][NH:16][N:15]=3)=[CH:12][C:11]([C:19]([OH:21])=O)=[N:10]2)=[CH:5][CH:4]=1.[C:22]([NH2:26])([CH3:25])([CH3:24])[CH3:23]. No catalyst specified. The product is [C:22]([NH:26][C:19]([C:11]1[CH:12]=[C:13]([C:14]2[CH:18]=[CH:17][NH:16][N:15]=2)[N:9]([C:6]2[CH:7]=[N:8][C:3]([O:2][CH3:1])=[CH:4][CH:5]=2)[N:10]=1)=[O:21])([CH3:25])([CH3:24])[CH3:23]. The yield is 0.460. (2) The product is [CH2:1]([NH:8][C:9](=[O:45])[C:10](=[O:44])[C@@H:11]([NH:16][C:17](=[O:43])[C@@H:18]([NH:28][C:29](=[O:42])[C@@H:30]([NH:32][C:33](=[O:41])[CH2:34][N:35]1[CH2:40][CH2:39][O:38][CH2:37][CH2:36]1)[CH3:31])[CH2:19][C:20]1[CH:25]=[CH:24][C:23]([O:26][CH3:27])=[CH:22][CH:21]=1)[CH2:12][CH2:13][CH2:14][CH3:15])[C:2]1[CH:3]=[CH:4][CH:5]=[CH:6][CH:7]=1. The catalyst is ClCCl. The yield is 0.650. The reactants are [CH2:1]([NH:8][C:9](=[O:45])[C@@H:10]([OH:44])[CH:11]([NH:16][C:17](=[O:43])[C@@H:18]([NH:28][C:29](=[O:42])[C@@H:30]([NH:32][C:33](=[O:41])[CH2:34][N:35]1[CH2:40][CH2:39][O:38][CH2:37][CH2:36]1)[CH3:31])[CH2:19][C:20]1[CH:25]=[CH:24][C:23]([O:26][CH3:27])=[CH:22][CH:21]=1)[CH2:12][CH2:13][CH2:14][CH3:15])[C:2]1[CH:7]=[CH:6][CH:5]=[CH:4][CH:3]=1.CC(OI1(OC(C)=O)(OC(C)=O)OC(=O)C2C=CC=CC1=2)=O. (3) The reactants are [C:1]1(=[CH:7][C:8]#[N:9])[CH2:6][CH2:5][CH2:4][CH2:3][CH2:2]1.[N+:10]([CH3:13])([O-:12])=[O:11].[F-].C([N+](CCCC)(CCCC)CCCC)CCC. The catalyst is O1CCCC1.C(OCC)(=O)C. The product is [N+:10]([CH2:13][C:1]1([CH2:7][C:8]#[N:9])[CH2:6][CH2:5][CH2:4][CH2:3][CH2:2]1)([O-:12])=[O:11]. The yield is 0.710. (4) The reactants are [CH3:1][O:2][C:3]1[CH:11]=[C:7]([C:8]([OH:10])=O)[C:6]([OH:12])=[CH:5][CH:4]=1.[Cl:13][C:14]1[CH:15]=[C:16]([CH:18]=[C:19]([Cl:21])[CH:20]=1)[NH2:17]. No catalyst specified. The product is [Cl:13][C:14]1[CH:15]=[C:16]([NH:17][C:8](=[O:10])[C:7]2[CH:11]=[C:3]([O:2][CH3:1])[CH:4]=[CH:5][C:6]=2[OH:12])[CH:18]=[C:19]([Cl:21])[CH:20]=1. The yield is 0.298. (5) The catalyst is ClCCl.CO.ClCCl. The yield is 0.830. The product is [O:51]1[C:27]2[CH:26]=[C:31]([CH2:32][NH:1][CH:2]3[CH2:3][CH2:4][N:5]([C:8]([O:10][CH2:11][C:12]4[CH:17]=[CH:16][CH:15]=[CH:14][CH:13]=4)=[O:9])[CH2:6][CH2:7]3)[N:30]=[CH:29][C:28]=2[O:48][CH2:46][CH2:47]1. The reactants are [NH2:1][CH:2]1[CH2:7][CH2:6][N:5]([C:8]([O:10][CH2:11][C:12]2[CH:17]=[CH:16][CH:15]=[CH:14][CH:13]=2)=[O:9])[CH2:4][CH2:3]1.C(OC(C1C=N[C:26]2[C:31]([C:32]=1Br)=[N:30][C:29](OC)=[CH:28][CH:27]=2)=O)C.C(O[BH-](O[C:46](=[O:48])[CH3:47])OC(=O)C)(=O)C.[Na+].C[OH:51]. (6) The reactants are C(OC([N:11]1[CH2:18][C@@H:17]2[C@@H:13]([N:14]([C:19]3[CH:24]=[CH:23][C:22]([C:25]4[CH:30]=[CH:29][C:28]([C:31]#[N:32])=[CH:27][CH:26]=4)=[CH:21][CH:20]=3)[CH2:15][CH2:16]2)[CH2:12]1)=O)C1C=CC=CC=1. The catalyst is FC(F)(F)C(O)=O. The product is [N:14]1([C:19]2[CH:20]=[CH:21][C:22]([C:25]3[CH:30]=[CH:29][C:28]([C:31]#[N:32])=[CH:27][CH:26]=3)=[CH:23][CH:24]=2)[CH2:15][CH2:16][C@@H:17]2[CH2:18][NH:11][CH2:12][C@H:13]12. The yield is 0.640.